Dataset: Reaction yield outcomes from USPTO patents with 853,638 reactions. Task: Predict the reaction yield, written as a fraction of the theoretical maximum amount of product (1.0 means a 100% yield; for example, 0.34 means a 34% yield). The reactants are C[Al](C)C.[CH3:5][C@H:6]1[N:11]([CH3:12])[C@@H:10]([CH3:13])[CH2:9][N:8]([C:14]2[CH:24]=[CH:23][C:17]([C:18]([O:20]CC)=O)=[CH:16][CH:15]=2)[CH2:7]1.[CH3:25][O:26][C:27]1[CH:28]=[C:29]([CH2:35][CH2:36][C:37]2[CH:38]=[C:39]([NH2:42])[NH:40][N:41]=2)[CH:30]=[C:31]([O:33][CH3:34])[CH:32]=1. The catalyst is C1(C)C=CC=CC=1. The product is [CH3:34][O:33][C:31]1[CH:30]=[C:29]([CH2:35][CH2:36][C:37]2[CH:38]=[C:39]([NH:42][C:18](=[O:20])[C:17]3[CH:16]=[CH:15][C:14]([N:8]4[CH2:9][C@H:10]([CH3:13])[N:11]([CH3:12])[C@H:6]([CH3:5])[CH2:7]4)=[CH:24][CH:23]=3)[NH:40][N:41]=2)[CH:28]=[C:27]([O:26][CH3:25])[CH:32]=1. The yield is 0.337.